From a dataset of Reaction yield outcomes from USPTO patents with 853,638 reactions. Predict the reaction yield, written as a fraction of the theoretical maximum amount of product (1.0 means a 100% yield; for example, 0.34 means a 34% yield). (1) The reactants are Cl[C:2]1[CH:3]=[CH:4][C:5]2[N:11]3[CH2:12][C@H:8]([CH2:9][CH2:10]3)[NH:7][C:6]=2[N:13]=1.[F:14][C:15]([F:26])([F:25])[C:16]1[CH:17]=[C:18](B(O)O)[CH:19]=[CH:20][CH:21]=1.C1(P(C2CCCCC2)C2C=CC=CC=2C2C(C(C)C)=CC(C(C)C)=CC=2C(C)C)CCCCC1.C([O-])([O-])=O.[Cs+].[Cs+]. The catalyst is O1CCOCC1.O.CCOC(C)=O.CC([O-])=O.CC([O-])=O.[Pd+2]. The product is [F:14][C:15]([F:26])([F:25])[C:16]1[CH:21]=[C:20]([C:2]2[CH:3]=[CH:4][C:5]3[N:11]4[CH2:12][C@H:8]([CH2:9][CH2:10]4)[NH:7][C:6]=3[N:13]=2)[CH:19]=[CH:18][CH:17]=1. The yield is 0.770. (2) The reactants are [N:1]1([C:7]([C:9]2[S:10][CH:11]=[CH:12][CH:13]=2)=[O:8])[CH2:6][CH2:5][NH:4][CH2:3][CH2:2]1.Cl[C:15]1[C:24]2[C:19](=[CH:20][CH:21]=[CH:22][CH:23]=2)[N:18]([CH3:25])[C:17](=[O:26])[C:16]=1[C:27]#[N:28]. The product is [CH3:25][N:18]1[C:19]2[C:24](=[CH:23][CH:22]=[CH:21][CH:20]=2)[C:15]([N:4]2[CH2:5][CH2:6][N:1]([C:7]([C:9]3[S:10][CH:11]=[CH:12][CH:13]=3)=[O:8])[CH2:2][CH2:3]2)=[C:16]([C:27]#[N:28])[C:17]1=[O:26]. The yield is 0.980. The catalyst is C1(C)C=CC=CC=1. (3) The reactants are [CH3:1][O:2][CH2:3][CH2:4][N:5]1[CH2:10][CH2:9][N:8]2[N:11]=[C:12]([NH2:14])[CH:13]=[C:7]2[CH2:6]1.Br[C:16]1[C:17](=[O:24])[N:18]([CH3:23])[CH:19]=[C:20]([Br:22])[CH:21]=1.CC1(C)C2C(=C(P(C3C=CC=CC=3)C3C=CC=CC=3)C=CC=2)OC2C(P(C3C=CC=CC=3)C3C=CC=CC=3)=CC=CC1=2.C([O-])([O-])=O.[Cs+].[Cs+]. The catalyst is C1C=CC(/C=C/C(/C=C/C2C=CC=CC=2)=O)=CC=1.C1C=CC(/C=C/C(/C=C/C2C=CC=CC=2)=O)=CC=1.C1C=CC(/C=C/C(/C=C/C2C=CC=CC=2)=O)=CC=1.[Pd].[Pd].O1CCOCC1. The product is [Br:22][C:20]1[CH:21]=[C:16]([NH:14][C:12]2[CH:13]=[C:7]3[CH2:6][N:5]([CH2:4][CH2:3][O:2][CH3:1])[CH2:10][CH2:9][N:8]3[N:11]=2)[C:17](=[O:24])[N:18]([CH3:23])[CH:19]=1. The yield is 0.850. (4) The reactants are [CH3:1][O:2][C:3]1[CH:8]=[CH:7][C:6]([C:9]2[N:13]([C:14]3[CH:21]=[CH:20][C:17]([C:18]#[N:19])=[CH:16][CH:15]=3)[N:12]=[CH:11][CH:10]=2)=[CH:5][C:4]=1[O:22][C@@H:23]1[CH2:27][CH2:26][O:25][CH2:24]1.[N-:28]=[N+:29]=[N-:30].[Na+].[Cl-].[NH4+]. The catalyst is CN(C)C=O. The product is [CH3:1][O:2][C:3]1[CH:8]=[CH:7][C:6]([C:9]2[N:13]([C:14]3[CH:15]=[CH:16][C:17]([C:18]4[NH:30][N:29]=[N:28][N:19]=4)=[CH:20][CH:21]=3)[N:12]=[CH:11][CH:10]=2)=[CH:5][C:4]=1[O:22][C@@H:23]1[CH2:27][CH2:26][O:25][CH2:24]1. The yield is 0.400. (5) The reactants are Br[C:2]1[CH:3]=[C:4]([NH2:10])[C:5]([O:8][CH3:9])=[N:6][CH:7]=1.[N:11]1[CH:16]=[CH:15][C:14](B(O)O)=[CH:13][CH:12]=1.CC(C1C=C(C(C)C)C(C2C=CC=CC=2P(C2CCCCC2)C2CCCCC2)=C(C(C)C)C=1)C.[O-]P([O-])([O-])=O.[K+].[K+].[K+]. The catalyst is C1C=CC(/C=C/C(/C=C/C2C=CC=CC=2)=O)=CC=1.C1C=CC(/C=C/C(/C=C/C2C=CC=CC=2)=O)=CC=1.C1C=CC(/C=C/C(/C=C/C2C=CC=CC=2)=O)=CC=1.[Pd].[Pd]. The product is [CH3:9][O:8][C:5]1[C:4]([NH2:10])=[CH:3][C:2]([C:14]2[CH:15]=[CH:16][N:11]=[CH:12][CH:13]=2)=[CH:7][N:6]=1. The yield is 0.740. (6) The reactants are [C:1](=[O:8])([O:5][CH2:6][CH3:7])OCC.[C:9]([C:12]1[CH:22]=[CH:21][C:15]2[O:16][CH2:17][C:18](=[O:20])[NH:19][C:14]=2[CH:13]=1)(=[O:11])[CH3:10]. No catalyst specified. The product is [O:11]=[C:9]([C:12]1[CH:22]=[CH:21][C:15]2[O:16][CH2:17][C:18](=[O:20])[NH:19][C:14]=2[CH:13]=1)[CH2:10][C:1]([O:5][CH2:6][CH3:7])=[O:8]. The yield is 0.630.